This data is from Forward reaction prediction with 1.9M reactions from USPTO patents (1976-2016). The task is: Predict the product of the given reaction. (1) The product is: [ClH:1].[ClH:1].[CH3:3][N:4]1[CH2:5][CH2:6][N:7]([CH2:10][C@H:11]([C:23]2([OH:46])[CH2:24][CH2:25][CH2:26][CH2:27][CH2:28]2)[C:12]2[CH:17]=[CH:16][CH:15]=[C:14]([O:18][C:19]([F:20])([F:21])[F:22])[CH:13]=2)[CH2:8][CH2:9]1. Given the reactants [ClH:1].Cl.[CH3:3][N:4]1[CH2:9][CH2:8][N:7]([CH2:10][CH:11]([CH:23]2[CH2:28][CH2:27][CH2:26][CH2:25][C@H:24]2O)[C:12]2[CH:17]=[CH:16][CH:15]=[C:14]([O:18][C:19]([F:22])([F:21])[F:20])[CH:13]=2)[CH2:6][CH2:5]1.Cl.Cl.N1(C[C@H](C2(O)CCCCC2)C2C=CC=C([O:46]C(F)(F)F)C=2)CCNCC1, predict the reaction product. (2) Given the reactants [F:1][C:2]1[CH:9]=[CH:8][C:5]([CH:6]=[O:7])=[C:4]([O:10][CH3:11])[CH:3]=1.[BH4-].[Na+].O[N:15]1C(=O)C2=CC=CC=C2C1=O.C1(P(C2C=CC=CC=2)C2C=CC=CC=2)C=CC=CC=1.N(C(OC(C)C)=O)=NC(OC(C)C)=O.[ClH:59].O1CCOCC1, predict the reaction product. The product is: [ClH:59].[F:1][C:2]1[CH:9]=[CH:8][C:5]([CH2:6][O:7][NH2:15])=[C:4]([O:10][CH3:11])[CH:3]=1. (3) Given the reactants [CH:1]1[CH:10]=[N:9][C:8]2[C:3](=[C:4]([N+:12]([O-:14])=[O:13])[CH:5]=[CH:6][C:7]=2[OH:11])[CH:2]=1.[NH2:15][C@H:16]([C:24]([OH:26])=[O:25])[CH2:17][CH2:18][CH2:19][NH:20][C:21](=[NH:23])[NH2:22], predict the reaction product. The product is: [CH:1]1[CH:10]=[N:9][C:8]2[C:3](=[C:4]([N+:12]([O-:14])=[O:13])[CH:5]=[CH:6][C:7]=2[OH:11])[CH:2]=1.[NH2:15][C@H:16]([C:24]([OH:26])=[O:25])[CH2:17][CH2:18][CH2:19][NH:20][C:21](=[NH:22])[NH2:23]. (4) Given the reactants [Cl:1][C:2]1[CH:7]=[CH:6][C:5]([C@H:8]2[C@H:13]([OH:14])[C@@H:12]([OH:15])[C@H:11]([OH:16])[C@@H:10]([CH2:17][OH:18])[O:9]2)=[CH:4][C:3]=1[CH2:19][C:20]1[CH:25]=[CH:24][C:23]([OH:26])=[CH:22][CH:21]=1.CC1C=CC(S(O[CH2:38][CH2:39][O:40][CH:41]2[CH2:43][CH2:42]2)(=O)=O)=CC=1.C([O-])([O-])=O.[Cs+].[Cs+].O, predict the reaction product. The product is: [Cl:1][C:2]1[CH:7]=[CH:6][C:5]([C@H:8]2[C@H:13]([OH:14])[C@@H:12]([OH:15])[C@H:11]([OH:16])[C@@H:10]([CH2:17][OH:18])[O:9]2)=[CH:4][C:3]=1[CH2:19][C:20]1[CH:21]=[CH:22][C:23]([O:26][CH2:38][CH2:39][O:40][CH:41]2[CH2:43][CH2:42]2)=[CH:24][CH:25]=1.